From a dataset of Full USPTO retrosynthesis dataset with 1.9M reactions from patents (1976-2016). Predict the reactants needed to synthesize the given product. (1) Given the product [Cl:1][C:2]1[CH:8]=[C:7]([O:9][C:10]2[C:19]3[C:14](=[CH:15][C:16]([O:22][CH3:23])=[C:17]([O:20][CH3:21])[CH:18]=3)[N:13]=[CH:12][N:11]=2)[CH:6]=[CH:5][C:3]=1[NH:4][C:39](=[O:41])[O:56][CH:54]([C:53]1[CH:57]=[CH:58][CH:59]=[C:51]([Br:50])[CH:52]=1)[CH3:55], predict the reactants needed to synthesize it. The reactants are: [Cl:1][C:2]1[CH:8]=[C:7]([O:9][C:10]2[C:19]3[C:14](=[CH:15][C:16]([O:22][CH3:23])=[C:17]([O:20][CH3:21])[CH:18]=3)[N:13]=[CH:12][N:11]=2)[CH:6]=[CH:5][C:3]=1[NH2:4].C1(C)C=CC=CC=1.C(N(CC)CC)C.Cl[C:39](Cl)([O:41]C(=O)OC(Cl)(Cl)Cl)Cl.[Br:50][C:51]1[CH:52]=[C:53]([CH:57]=[CH:58][CH:59]=1)[CH:54]([OH:56])[CH3:55]. (2) Given the product [CH3:33][C:31]1[N:32]=[C:28]([NH:27][C:2]2[N:3]=[CH:4][C:5]([C:20]3[CH:19]=[CH:18][CH:17]=[C:16]([C:15]([F:26])([F:25])[F:14])[CH:21]=3)=[C:6]3[C:11]=2[N:10]=[C:9]([CH3:12])[CH:8]=[CH:7]3)[S:29][CH:30]=1, predict the reactants needed to synthesize it. The reactants are: Cl[C:2]1[N:3]=[CH:4][C:5](I)=[C:6]2[C:11]=1[N:10]=[C:9]([CH3:12])[CH:8]=[CH:7]2.[F:14][C:15]([F:26])([F:25])[C:16]1[CH:17]=[C:18](B(O)O)[CH:19]=[CH:20][CH:21]=1.[NH2:27][C:28]1[S:29][CH:30]=[C:31]([CH3:33])[N:32]=1. (3) The reactants are: [CH3:1][O:2][C:3]([C:5]1[CH2:6][N:7]([C:21]([O:23][C:24]([CH3:27])([CH3:26])[CH3:25])=[O:22])[CH2:8][CH2:9][C:10]=1[C:11]1[CH:16]=[CH:15][C:14]([CH2:17][CH2:18][CH2:19][OH:20])=[CH:13][CH:12]=1)=[O:4].[F:28][C:29]1[CH:34]=[CH:33][C:32]([F:35])=[CH:31][C:30]=1O.C(P(CCCC)CCCC)CCC.CCN(C(C)C)C(C)C. Given the product [CH3:1][O:2][C:3]([C:5]1[CH2:6][N:7]([C:21]([O:23][C:24]([CH3:27])([CH3:26])[CH3:25])=[O:22])[CH2:8][CH2:9][C:10]=1[C:11]1[CH:16]=[CH:15][C:14]([CH2:17][CH2:18][CH2:19][O:20][C:33]2[CH:34]=[C:29]([F:28])[CH:30]=[CH:31][C:32]=2[F:35])=[CH:13][CH:12]=1)=[O:4], predict the reactants needed to synthesize it. (4) The reactants are: [CH2:1]([N:8]([CH2:27][C@H:28](O)[CH2:29]Cl)[CH2:9][C:10]([NH:12][C:13]1[CH:18]=[CH:17][C:16]([O:19][CH2:20][C:21]2[CH:26]=[CH:25][CH:24]=[CH:23][CH:22]=2)=[CH:15][CH:14]=1)=[O:11])[C:2]1[CH:7]=[CH:6][CH:5]=[CH:4][CH:3]=1.[OH-:32].[Na+]. Given the product [CH2:1]([N:8]1[CH2:27][C@H:28]([CH2:29][OH:32])[N:12]([C:13]2[CH:14]=[CH:15][C:16]([O:19][CH2:20][C:21]3[CH:26]=[CH:25][CH:24]=[CH:23][CH:22]=3)=[CH:17][CH:18]=2)[C:10](=[O:11])[CH2:9]1)[C:2]1[CH:7]=[CH:6][CH:5]=[CH:4][CH:3]=1, predict the reactants needed to synthesize it. (5) The reactants are: [CH:1]([C:3]1[C:11]2[CH:10]=[CH:9][CH:8]=[CH:7][C:6]=2[N:5]2[CH2:12][CH2:13][N:14](C(OC(C)(C)C)=O)[CH2:15][CH2:16][C:4]=12)=[O:2].Cl. Given the product [CH2:16]1[C:4]2=[C:3]([CH:1]=[O:2])[C:11]3[CH:10]=[CH:9][CH:8]=[CH:7][C:6]=3[N:5]2[CH2:12][CH2:13][NH:14][CH2:15]1, predict the reactants needed to synthesize it. (6) Given the product [Br:1][C:2]1[C:3]([N:27]2[CH2:28][CH2:29][C:25]([OH:30])([CH3:24])[CH2:26]2)=[N:4][CH:5]=[C:6]([CH:21]=1)[C:7]([NH:9][C:10]1[CH:15]=[CH:14][C:13]([O:16][C:17]([F:20])([F:19])[F:18])=[CH:12][CH:11]=1)=[O:8], predict the reactants needed to synthesize it. The reactants are: [Br:1][C:2]1[C:3](Cl)=[N:4][CH:5]=[C:6]([CH:21]=1)[C:7]([NH:9][C:10]1[CH:15]=[CH:14][C:13]([O:16][C:17]([F:20])([F:19])[F:18])=[CH:12][CH:11]=1)=[O:8].Cl.[CH3:24][C:25]1([OH:30])[CH2:29][CH2:28][NH:27][CH2:26]1.